This data is from Full USPTO retrosynthesis dataset with 1.9M reactions from patents (1976-2016). The task is: Predict the reactants needed to synthesize the given product. (1) Given the product [NH:25]([C:23]([C:21]1[CH:22]=[C:17]([C:16]2[C:11]([NH:10][C:8]([NH:7][CH2:5][CH3:6])=[O:9])=[N:12][CH:13]=[C:14]([C:43]3[CH:44]=[N:45][CH:46]=[C:47]([C:49]([NH:51][NH2:52])=[O:50])[CH:48]=3)[C:15]=2[C:34]2[S:35][CH:36]=[C:37]([C:39]([F:40])([F:41])[F:42])[N:38]=2)[CH:18]=[N:19][CH:20]=1)=[O:24])[NH2:26], predict the reactants needed to synthesize it. The reactants are: C(Cl)(=O)C.[CH2:5]([NH:7][C:8]([NH:10][C:11]1[C:16]([C:17]2[CH:18]=[N:19][CH:20]=[C:21]([C:23]([NH:25][NH:26]C(OC(C)(C)C)=O)=[O:24])[CH:22]=2)=[C:15]([C:34]2[S:35][CH:36]=[C:37]([C:39]([F:42])([F:41])[F:40])[N:38]=2)[C:14]([C:43]2[CH:44]=[N:45][CH:46]=[C:47]([C:49]([NH:51][NH:52]C(OC(C)(C)C)=O)=[O:50])[CH:48]=2)=[CH:13][N:12]=1)=[O:9])[CH3:6]. (2) Given the product [N:30]1[CH:31]=[CH:26][CH:27]=[C:28]([NH:32][C:33]([N:11]2[CH2:12][CH:9]([O:8][C:5]3[CH:6]=[CH:7][C:2]([C:13]4[CH:18]=[CH:17][CH:16]=[CH:15][CH:14]=4)=[CH:3][CH:4]=3)[CH2:10]2)=[O:34])[CH:29]=1, predict the reactants needed to synthesize it. The reactants are: Cl.[C:2]1([C:13]2[CH:18]=[CH:17][CH:16]=[CH:15][CH:14]=2)[CH:7]=[CH:6][C:5]([O:8][CH:9]2[CH2:12][NH:11][CH2:10]2)=[CH:4][CH:3]=1.C(N(CC)CC)C.[CH:26]1[CH:31]=[N:30][CH:29]=[C:28]([N:32]=[C:33]=[O:34])[CH:27]=1. (3) Given the product [NH2:1][C:2]1[C:3]([C:14]2[CH:22]=[CH:21][C:17]([C:18]([NH:29][C@@H:28]([C:30]3[CH:35]=[C:34]([F:36])[CH:33]=[C:32]([Cl:37])[CH:31]=3)[CH2:27][N:24]=[N+:25]=[N-:26])=[O:19])=[C:16]([F:23])[CH:15]=2)=[N:4][C:5]([CH:8]2[CH2:9][CH2:10][O:11][CH2:12][CH2:13]2)=[CH:6][N:7]=1, predict the reactants needed to synthesize it. The reactants are: [NH2:1][C:2]1[C:3]([C:14]2[CH:22]=[CH:21][C:17]([C:18](O)=[O:19])=[C:16]([F:23])[CH:15]=2)=[N:4][C:5]([CH:8]2[CH2:13][CH2:12][O:11][CH2:10][CH2:9]2)=[CH:6][N:7]=1.[N:24]([CH2:27][C@H:28]([C:30]1[CH:35]=[C:34]([F:36])[CH:33]=[C:32]([Cl:37])[CH:31]=1)[NH2:29])=[N+:25]=[N-:26].CCN(C(C)C)C(C)C.C(Cl)CCl. (4) Given the product [OH:3][CH2:4][C:5]([NH:9][C:10](=[O:28])[CH2:11][CH2:12][CH2:13][CH2:14][CH2:15][CH2:16][CH2:17][CH2:18][CH2:19][CH2:20][CH2:21][CH2:22][CH2:23][CH2:24][CH2:25][CH2:26][CH3:27])([CH2:6][OH:7])[CH3:8], predict the reactants needed to synthesize it. The reactants are: CC1(C)[O:7][CH2:6][C:5]([NH:9][C:10](=[O:28])[CH2:11][CH2:12][CH2:13][CH2:14][CH2:15][CH2:16][CH2:17][CH2:18][CH2:19][CH2:20][CH2:21][CH2:22][CH2:23][CH2:24][CH2:25][CH2:26][CH3:27])([CH3:8])[CH2:4][O:3]1.C1(C)C=CC(S(O)(=O)=O)=CC=1.